This data is from Forward reaction prediction with 1.9M reactions from USPTO patents (1976-2016). The task is: Predict the product of the given reaction. (1) Given the reactants Cl[C:2]1[C:11]2[C:6](=[CH:7][CH:8]=[CH:9][CH:10]=2)[CH:5]=[C:4]([NH:12][C:13]2[CH:17]=[C:16]([CH3:18])[NH:15][N:14]=2)[N:3]=1.[NH2:19][C:20]1[CH:27]=[CH:26][C:23]([C:24]#[N:25])=[CH:22][CH:21]=1, predict the reaction product. The product is: [CH3:18][C:16]1[NH:15][N:14]=[C:13]([NH:12][C:4]2[N:3]=[C:2]([NH:19][C:20]3[CH:27]=[CH:26][C:23]([C:24]#[N:25])=[CH:22][CH:21]=3)[C:11]3[C:6]([CH:5]=2)=[CH:7][CH:8]=[CH:9][CH:10]=3)[CH:17]=1. (2) The product is: [NH2:1][C:2]1[CH:10]=[CH:9][CH:8]=[C:7]([Cl:11])[C:3]=1[C:4]([NH2:13])=[O:5]. Given the reactants [NH2:1][C:2]1[CH:10]=[CH:9][CH:8]=[C:7]([Cl:11])[C:3]=1[C:4](O)=[O:5].C[N:13]1CCOCC1.C1C=CC2N(O)N=NC=2C=1.CCN=C=NCCCN(C)C.Cl.[OH-].[NH4+], predict the reaction product. (3) Given the reactants [Cl:1][C:2]1[CH:11]=[CH:10][C:5]2[N:6]=[C:7]([NH2:9])[S:8][C:4]=2[CH:3]=1.[F:12][C:13]([F:24])([F:23])[C:14]1[CH:15]=[C:16]([CH:20]=[CH:21][CH:22]=1)[C:17](Cl)=[O:18].Br[CH:26]([CH2:31][CH3:32])[C:27]([O:29]C)=[O:28].COC1C=CC2N=C(N)SC=2C=1.ClC1C=C(C=CC=1)C(Cl)=O.BrCC(OCC)=O, predict the reaction product. The product is: [Cl:1][C:2]1[CH:11]=[CH:10][C:5]2[N:6]([CH:26]([CH2:31][CH3:32])[C:27]([OH:29])=[O:28])[C:7](=[N:9][C:17](=[O:18])[C:16]3[CH:20]=[CH:21][CH:22]=[C:14]([C:13]([F:24])([F:23])[F:12])[CH:15]=3)[S:8][C:4]=2[CH:3]=1. (4) Given the reactants [N:1]1[C:8]([Cl:9])=[N:7][C:5](Cl)=[N:4][C:2]=1[Cl:3].Cl.[CH:11]12[O:18][CH:15]([CH2:16][CH2:17]1)[CH2:14][NH:13][CH2:12]2, predict the reaction product. The product is: [Cl:9][C:8]1[N:1]=[C:2]([Cl:3])[N:4]=[C:5]([N:13]2[CH2:12][CH:11]3[O:18][CH:15]([CH2:16][CH2:17]3)[CH2:14]2)[N:7]=1. (5) Given the reactants [F:1][C:2]1[CH:38]=[CH:37][CH:36]=[C:35]([F:39])[C:3]=1[CH2:4][N:5]1[C:10]2=[N:11][N:12]([C:15]3[CH:20]=[CH:19][C:18]([N+:21]([O-:23])=[O:22])=[CH:17][CH:16]=3)[C:13]([CH3:14])=[C:9]2[C:8](=[O:24])[N:7]([C:25]2[CH:30]=[CH:29][CH:28]=[C:27]([O:31][CH3:32])[C:26]=2[F:33])[C:6]1=[O:34].N(C(C)(C)C#N)=NC(C)(C)C#N.[Br:52]N1C(=O)CCC1=O, predict the reaction product. The product is: [Br:52][CH2:14][C:13]1[N:12]([C:15]2[CH:16]=[CH:17][C:18]([N+:21]([O-:23])=[O:22])=[CH:19][CH:20]=2)[N:11]=[C:10]2[C:9]=1[C:8](=[O:24])[N:7]([C:25]1[CH:30]=[CH:29][CH:28]=[C:27]([O:31][CH3:32])[C:26]=1[F:33])[C:6](=[O:34])[N:5]2[CH2:4][C:3]1[C:35]([F:39])=[CH:36][CH:37]=[CH:38][C:2]=1[F:1]. (6) Given the reactants [NH2:1][C:2]1[CH:7]=[CH:6][CH:5]=[CH:4][CH:3]=1.Cl[C:9]1[C:10]([Cl:15])=[N:11][CH:12]=[CH:13][N:14]=1.CC(C)([O-])C.[Na+].C1C=CC(P(C2C(C3C(P(C4C=CC=CC=4)C4C=CC=CC=4)=CC=C4C=3C=CC=C4)=C3C(C=CC=C3)=CC=2)C2C=CC=CC=2)=CC=1, predict the reaction product. The product is: [Cl:15][C:10]1[C:9]([NH:1][C:2]2[CH:7]=[CH:6][CH:5]=[CH:4][CH:3]=2)=[N:14][CH:13]=[CH:12][N:11]=1. (7) Given the reactants N[C:2]1[CH:18]=[C:17]([C:19]([F:22])([F:21])[F:20])[C:5]2[N:6]([C:10]3[CH:15]=[CH:14][CH:13]=[C:12]([Cl:16])[CH:11]=3)[C:7](=[O:9])[NH:8][C:4]=2[CH:3]=1.[C:23]([Cu])#[N:24].N(OC(C)(C)C)=O.O, predict the reaction product. The product is: [Cl:16][C:12]1[CH:11]=[C:10]([N:6]2[C:5]3[C:17]([C:19]([F:21])([F:22])[F:20])=[CH:18][C:2]([C:23]#[N:24])=[CH:3][C:4]=3[NH:8][C:7]2=[O:9])[CH:15]=[CH:14][CH:13]=1.